From a dataset of Forward reaction prediction with 1.9M reactions from USPTO patents (1976-2016). Predict the product of the given reaction. (1) Given the reactants [Cl:1][C:2]1[N:7]=[C:6]([NH:8][C:9]2[CH:14]=[CH:13][C:12]([F:15])=[C:11]([Cl:16])[CH:10]=2)[N:5]=[CH:4][N:3]=1.[CH3:17]I.[H-].[Na+], predict the reaction product. The product is: [CH3:17][N:3]1[CH:4]=[N:5][C:6]([NH:8][C:9]2[CH:14]=[CH:13][C:12]([F:15])=[C:11]([Cl:16])[CH:10]=2)=[N:7][CH:2]1[Cl:1]. (2) Given the reactants [O:1]=[C:2]1[CH2:10][C:9]2[C:4](=[CH:5][CH:6]=[C:7]([S:11]([NH2:14])(=[O:13])=[O:12])[CH:8]=2)[NH:3]1.[N:15]1([CH2:20][CH2:21][O:22][C:23]2[CH:24]=[C:25]3[C:29](=[CH:30][CH:31]=2)[NH:28][C:27]([CH:32]=O)=[CH:26]3)[CH2:19][CH2:18][CH2:17][CH2:16]1.N1CCCCC1, predict the reaction product. The product is: [O:1]=[C:2]1[C:10](=[CH:32][C:27]2[NH:28][C:29]3[C:25]([CH:26]=2)=[CH:24][C:23]([O:22][CH2:21][CH2:20][N:15]2[CH2:19][CH2:18][CH2:17][CH2:16]2)=[CH:31][CH:30]=3)[C:9]2[C:4](=[CH:5][CH:6]=[C:7]([S:11]([NH2:14])(=[O:12])=[O:13])[CH:8]=2)[NH:3]1. (3) Given the reactants [CH2:1]([C:3]1[C:11]2[CH2:10][O:9][C:8](=[O:12])[C:7]=2[CH:6]=[CH:5][C:4]=1[CH:13]=[CH2:14])[CH3:2].C1C=C(Cl)C=C(C(OO)=[O:23])C=1, predict the reaction product. The product is: [CH2:1]([C:3]1[C:11]2[CH2:10][O:9][C:8](=[O:12])[C:7]=2[CH:6]=[CH:5][C:4]=1[CH:13]1[CH2:14][O:23]1)[CH3:2]. (4) Given the reactants [C:1]([C:4]1[CH:9]=[N:8][N:7]2[CH:10]=[C:11]([C:13]3[CH:14]=[C:15]([CH:19]=[CH:20][CH:21]=3)[C:16]([OH:18])=O)[CH:12]=[C:6]2[C:5]=1[NH:22][C@@H:23]([CH:25]1[CH2:27][CH2:26]1)[CH3:24])(=[O:3])[NH2:2].[CH3:28][NH:29][CH3:30].C(N(CC)CC)C.F[P-](F)(F)(F)(F)F.N1(O[P+](N(C)C)(N(C)C)N(C)C)C2C=CC=CC=2N=N1, predict the reaction product. The product is: [CH:25]1([C@H:23]([NH:22][C:5]2[C:6]3[N:7]([CH:10]=[C:11]([C:13]4[CH:21]=[CH:20][CH:19]=[C:15]([C:16](=[O:18])[N:29]([CH3:30])[CH3:28])[CH:14]=4)[CH:12]=3)[N:8]=[CH:9][C:4]=2[C:1]([NH2:2])=[O:3])[CH3:24])[CH2:26][CH2:27]1. (5) Given the reactants C(NC1C=CC(C2C=C3C(CN([C@@H](C(C)C)C(O)=O)C3=O)=CC=2)=CC=1)(=O)C1C=CC=CC=1.[Cl:33][C:34]1[CH:66]=[C:65]([Cl:67])[CH:64]=[CH:63][C:35]=1[C:36]([NH:38][C:39]1[CH:44]=[CH:43][C:42]([C:45]2[CH:53]=[C:52]3[C:48]([CH2:49][N:50]([C@@H:55]([CH:60]([CH3:62])[CH3:61])[C:56]([O:58]C)=[O:57])[C:51]3=[O:54])=[CH:47][CH:46]=2)=[CH:41][CH:40]=1)=[O:37], predict the reaction product. The product is: [Cl:33][C:34]1[CH:66]=[C:65]([Cl:67])[CH:64]=[CH:63][C:35]=1[C:36]([NH:38][C:39]1[CH:44]=[CH:43][C:42]([C:45]2[CH:53]=[C:52]3[C:48]([CH2:49][N:50]([C@@H:55]([CH:60]([CH3:62])[CH3:61])[C:56]([OH:58])=[O:57])[C:51]3=[O:54])=[CH:47][CH:46]=2)=[CH:41][CH:40]=1)=[O:37].